This data is from Full USPTO retrosynthesis dataset with 1.9M reactions from patents (1976-2016). The task is: Predict the reactants needed to synthesize the given product. (1) Given the product [F:1][C:2]1[CH:7]=[CH:6][C:5]([C:8]2[N:12]([CH3:13])[N:11]=[CH:10][C:9]=2/[CH:14]=[CH:15]/[C:16]([NH:18][C:19]2[CH:20]=[CH:21][C:22]([CH2:25][S:26]([CH3:27])=[O:36])=[CH:23][CH:24]=2)=[O:17])=[CH:4][CH:3]=1, predict the reactants needed to synthesize it. The reactants are: [F:1][C:2]1[CH:7]=[CH:6][C:5]([C:8]2[N:12]([CH3:13])[N:11]=[CH:10][C:9]=2/[CH:14]=[CH:15]/[C:16]([NH:18][C:19]2[CH:24]=[CH:23][C:22]([CH2:25][S:26][CH3:27])=[CH:21][CH:20]=2)=[O:17])=[CH:4][CH:3]=1.ClC1C=CC=C(C(OO)=[O:36])C=1.S([O-])([O-])=O.[Na+].[Na+]. (2) The reactants are: [CH2:1]([O:3][C:4]([C@@H:6]1[CH2:10][C@H:9]([NH2:11])[CH2:8][N:7]1[CH2:12][CH:13]1[CH2:17][CH2:16][CH2:15][CH2:14]1)=[O:5])[CH3:2].[OH:18][C:19]1[C:28]2[C:23](=[CH:24][CH:25]=[CH:26][CH:27]=2)[CH:22]=[CH:21][C:20]=1[C:29](O)=[O:30]. Given the product [CH2:1]([O:3][C:4]([C@@H:6]1[CH2:10][C@H:9]([NH:11][C:29]([C:20]2[CH:21]=[CH:22][C:23]3[C:28](=[CH:27][CH:26]=[CH:25][CH:24]=3)[C:19]=2[OH:18])=[O:30])[CH2:8][N:7]1[CH2:12][CH:13]1[CH2:14][CH2:15][CH2:16][CH2:17]1)=[O:5])[CH3:2], predict the reactants needed to synthesize it. (3) Given the product [C:1]([O:5][C:6](=[O:7])[NH:8][CH2:9][C:10]1[CH:11]=[CH:12][C:13]([C:14](=[O:16])[NH:41][C:42]2[CH:47]=[CH:46][C:45]([NH2:48])=[CH:44][CH:43]=2)=[CH:17][CH:18]=1)([CH3:2])([CH3:3])[CH3:4], predict the reactants needed to synthesize it. The reactants are: [C:1]([O:5][C:6]([NH:8][CH2:9][C:10]1[CH:18]=[CH:17][C:13]([C:14]([OH:16])=O)=[CH:12][CH:11]=1)=[O:7])([CH3:4])([CH3:3])[CH3:2].ON1C2C=CC=CC=2N=N1.Cl.C(N=C=NCCCN(C)C)C.[NH2:41][C:42]1[CH:47]=[CH:46][C:45]([NH2:48])=[CH:44][CH:43]=1. (4) Given the product [Br:1][C:2]1[C:3]([NH:12][C:13]2[CH:18]=[CH:17][CH:16]=[CH:15][CH:14]=2)=[C:4]([N+:9]([O-:11])=[O:10])[CH:5]=[CH:6][C:7]=1[OH:49], predict the reactants needed to synthesize it. The reactants are: [Br:1][C:2]1[C:7](F)=[CH:6][CH:5]=[C:4]([N+:9]([O-:11])=[O:10])[C:3]=1[NH:12][C:13]1[CH:18]=[CH:17][CH:16]=[CH:15][CH:14]=1.C(P(C(C)(C)C)C1C=CC=CC=1C1C(C(C)C)=CC(C(C)C)=CC=1C(C)C)(C)(C)C.[OH-:49].[K+].